Predict the reaction yield, written as a fraction of the theoretical maximum amount of product (1.0 means a 100% yield; for example, 0.34 means a 34% yield). From a dataset of Reaction yield outcomes from USPTO patents with 853,638 reactions. (1) The reactants are [F:1][C:2]1[CH:3]=[C:4]([CH:20]=[CH:21][C:22]=1[F:23])[CH2:5][NH:6][C:7]([C:9]1[CH:14]=[C:13]([CH2:15]Br)[N:12]2[N:17]=[CH:18][CH:19]=[C:11]2[N:10]=1)=[O:8].[C:24]([O:28][C:29]([C:31]1[C:32]([CH3:49])=[C:33]2[C:37](=[CH:38][CH:39]=1)[CH:36]([NH:40][CH2:41][C:42]([O:44][C:45]([CH3:48])([CH3:47])[CH3:46])=[O:43])[CH2:35][CH2:34]2)=[O:30])([CH3:27])([CH3:26])[CH3:25].C(N(CC)CC)C. The catalyst is CN(C)C=O. The product is [C:24]([O:28][C:29]([C:31]1[C:32]([CH3:49])=[C:33]2[C:37](=[CH:38][CH:39]=1)[CH:36]([N:40]([CH2:41][C:42]([O:44][C:45]([CH3:48])([CH3:47])[CH3:46])=[O:43])[CH2:15][C:13]1[N:12]3[N:17]=[CH:18][CH:19]=[C:11]3[N:10]=[C:9]([C:7](=[O:8])[NH:6][CH2:5][C:4]3[CH:20]=[CH:21][C:22]([F:23])=[C:2]([F:1])[CH:3]=3)[CH:14]=1)[CH2:35][CH2:34]2)=[O:30])([CH3:27])([CH3:26])[CH3:25]. The yield is 0.190. (2) The reactants are [NH2:1][C:2]1[CH:7]=[CH:6][C:5]([CH:8]2[CH2:12][CH2:11][N:10]([C:13]([O:15][C:16]([CH3:19])([CH3:18])[CH3:17])=[O:14])[CH2:9]2)=[CH:4][CH:3]=1.C(N(CC)CC)C.[Cl:27][C:28]1[CH:36]=[CH:35][C:31]([C:32](Cl)=[O:33])=[CH:30][CH:29]=1.Cl. The catalyst is C1COCC1.C(OCC)(=O)C.O. The product is [C:16]([O:15][C:13]([N:10]1[CH2:11][CH2:12][CH:8]([C:5]2[CH:4]=[CH:3][C:2]([NH:1][C:32](=[O:33])[C:31]3[CH:35]=[CH:36][C:28]([Cl:27])=[CH:29][CH:30]=3)=[CH:7][CH:6]=2)[CH2:9]1)=[O:14])([CH3:19])([CH3:18])[CH3:17]. The yield is 0.830. (3) The catalyst is N1C=CC=CC=1. The reactants are [CH2:1]([C@@H:8]1[NH:13][CH2:12][CH2:11][N:10]([C:14]2[CH:19]=[CH:18][C:17]([O:20][CH3:21])=[C:16]([O:22][CH:23]3[CH2:27][CH2:26][CH2:25][CH2:24]3)[CH:15]=2)[CH2:9]1)[C:2]1[CH:7]=[CH:6][CH:5]=[CH:4][CH:3]=1.[C:28](OC(=O)C)(=[O:30])[CH3:29]. The yield is 0.970. The product is [CH2:1]([C@H:8]1[CH2:9][N:10]([C:14]2[CH:19]=[CH:18][C:17]([O:20][CH3:21])=[C:16]([O:22][CH:23]3[CH2:27][CH2:26][CH2:25][CH2:24]3)[CH:15]=2)[CH2:11][CH2:12][N:13]1[C:28](=[O:30])[CH3:29])[C:2]1[CH:3]=[CH:4][CH:5]=[CH:6][CH:7]=1. (4) The reactants are [C:1]12([C:12]3[C:7](=[C:8]([C:13]([OH:16])([CH3:15])[CH3:14])[CH:9]=[CH:10][CH:11]=3)[O:6][CH2:5][CH2:4]1)[CH2:3][CH2:2]2.C1C(=O)N([Br:24])C(=O)C1.O. The catalyst is C1COCC1. The product is [Br:24][C:10]1[CH:11]=[C:12]2[C:1]3([CH2:3][CH2:2]3)[CH2:4][CH2:5][O:6][C:7]2=[C:8]([C:13]([OH:16])([CH3:14])[CH3:15])[CH:9]=1. The yield is 0.140. (5) The reactants are [NH2:1][C:2]1[C:7]([F:8])=[C:6]([Cl:9])[N:5]=[C:4]([C:10]([O:12][CH3:13])=[O:11])[C:3]=1I.[CH:15]([Sn](CCCC)(CCCC)CCCC)=[CH2:16]. The catalyst is ClC(Cl)C.Cl[Pd](Cl)([P](C1C=CC=CC=1)(C1C=CC=CC=1)C1C=CC=CC=1)[P](C1C=CC=CC=1)(C1C=CC=CC=1)C1C=CC=CC=1. The product is [NH2:1][C:2]1[C:7]([F:8])=[C:6]([Cl:9])[N:5]=[C:4]([C:10]([O:12][CH3:13])=[O:11])[C:3]=1[CH:15]=[CH2:16]. The yield is 0.657. (6) The reactants are Cl[C:2]1[CH:3]=[C:4]([O:14][CH3:15])[C:5]2[N:11]3[CH2:12][C@H:8]([CH2:9][CH2:10]3)[NH:7][C:6]=2[N:13]=1.[Cl:16][C:17]1[CH:18]=[C:19](B(O)O)[CH:20]=[CH:21][CH:22]=1.C([O-])([O-])=O.[Cs+].[Cs+].C(Cl)Cl. The catalyst is C1C=CC(P(C2C=CC=CC=2)[C-]2C=CC=C2)=CC=1.C1C=CC(P(C2C=CC=CC=2)[C-]2C=CC=C2)=CC=1.Cl[Pd]Cl.[Fe+2].O1CCOCC1.O. The product is [CH3:15][O:14][C:4]1[C:5]2[N:11]3[CH2:12][C@H:8]([CH2:9][CH2:10]3)[NH:7][C:6]=2[N:13]=[C:2]([C:21]2[CH:20]=[CH:19][CH:18]=[C:17]([Cl:16])[CH:22]=2)[CH:3]=1. The yield is 0.330. (7) The reactants are [N+:1]([C:4]1[CH:12]=[C:11]([C:13]([F:16])([F:15])[F:14])[CH:10]=[CH:9][C:5]=1[C:6]([NH2:8])=[O:7])([O-])=O.[F:17][C:18]([F:29])([F:28])[CH2:19][O:20][CH:21]1[CH2:26][CH2:25][C:24](=O)[CH2:23][CH2:22]1.O.[Sn](Cl)Cl. The catalyst is C1(C)C=CC=CC=1. The product is [F:17][C:18]([F:28])([F:29])[CH2:19][O:20][CH:21]1[CH2:26][CH2:25][C:24]2([NH:8][C:6](=[O:7])[C:5]3[C:4](=[CH:12][C:11]([C:13]([F:16])([F:15])[F:14])=[CH:10][CH:9]=3)[NH:1]2)[CH2:23][CH2:22]1. The yield is 0.360. (8) The reactants are NCCCN1C2C=CC=CC=2N=C1CN(C)C1C2N=CC=CC=2CCC1.[CH3:27][N:28]([CH2:39][C:40]1[N:44]([CH2:45][CH:46]2CC[CH2:49][N:48]([CH3:52])[CH2:47]2)[C:43]2[CH:53]=[CH:54][CH:55]=[CH:56][C:42]=2[N:41]=1)[CH:29]1[C:38]2[N:37]=[CH:36][CH:35]=[CH:34][C:33]=2[CH2:32][CH2:31][CH2:30]1. No catalyst specified. The product is [CH3:52][N:48]([CH3:49])[CH2:47][CH2:46][CH2:45][N:44]1[C:43]2[CH:53]=[CH:54][CH:55]=[CH:56][C:42]=2[N:41]=[C:40]1[CH2:39][N:28]([CH3:27])[CH:29]1[C:38]2[N:37]=[CH:36][CH:35]=[CH:34][C:33]=2[CH2:32][CH2:31][CH2:30]1. The yield is 0.750. (9) The reactants are [CH3:1][O:2][C:3]1[CH:12]=[CH:11][C:6]([C:7]([O:9]C)=O)=[C:5]([C:13]#[C:14][CH2:15][CH:16]([CH3:18])[CH3:17])[CH:4]=1.Cl.[CH3:20][NH:21][O:22][CH3:23].[Li]CCCC. No catalyst specified. The product is [CH3:20][N:21]([O:22][CH3:23])[C:7](=[O:9])[C:6]1[CH:11]=[CH:12][C:3]([O:2][CH3:1])=[CH:4][C:5]=1[C:13]#[C:14][CH2:15][CH:16]([CH3:18])[CH3:17]. The yield is 0.850.